The task is: Binary Classification. Given a drug SMILES string, predict its activity (active/inactive) in a high-throughput screening assay against a specified biological target.. This data is from HIV replication inhibition screening data with 41,000+ compounds from the AIDS Antiviral Screen. The molecule is Cc1ccc(S(=O)(=O)N2CC(O)(c3ccccc3)C2C)cc1. The result is 0 (inactive).